Predict the reaction yield, written as a fraction of the theoretical maximum amount of product (1.0 means a 100% yield; for example, 0.34 means a 34% yield). From a dataset of Reaction yield outcomes from USPTO patents with 853,638 reactions. (1) The reactants are [CH2:1](Br)[CH:2]=[CH2:3].[N+:5]([C:8]1[CH:13]=[CH:12][C:11]([OH:14])=[CH:10][CH:9]=1)([O-:7])=[O:6].C([O-])([O-])=O.[K+].[K+]. The catalyst is CC#N. The product is [CH2:1]([O:14][C:11]1[CH:12]=[CH:13][C:8]([N+:5]([O-:7])=[O:6])=[CH:9][CH:10]=1)[CH:2]=[CH2:3]. The yield is 0.980. (2) The reactants are [CH2:1]([N:8]1[CH:12]=[C:11]([C:13]2[NH:21][C:20]3[C:19](=[O:22])[N:18]([CH2:23][CH2:24][CH3:25])[C:17](Cl)=[N:16][C:15]=3[N:14]=2)[CH:10]=[N:9]1)[C:2]1[CH:7]=[CH:6][CH:5]=[CH:4][CH:3]=1. The catalyst is C(O)C.[Pd]. The product is [CH2:1]([N:8]1[CH:12]=[C:11]([C:13]2[NH:21][C:20]3[C:19](=[O:22])[N:18]([CH2:23][CH2:24][CH3:25])[CH:17]=[N:16][C:15]=3[N:14]=2)[CH:10]=[N:9]1)[C:2]1[CH:7]=[CH:6][CH:5]=[CH:4][CH:3]=1. The yield is 0.390. (3) The reactants are C([O:3][C:4]([C:6]1[CH:7]=[N:8][N:9]2[C:14](=[O:15])[C:13]([CH2:16][CH3:17])=[C:12]([CH3:18])[NH:11][C:10]=12)=O)C.O.[NH2:20][NH2:21]. The catalyst is C(O)C. The product is [CH2:16]([C:13]1[C:14](=[O:15])[N:9]2[N:8]=[CH:7][C:6]([C:4]([NH:20][NH2:21])=[O:3])=[C:10]2[NH:11][C:12]=1[CH3:18])[CH3:17]. The yield is 0.320. (4) The reactants are [Br:1][C:2]1[C:3]([OH:12])=[C:4]([O:10][CH3:11])[CH:5]=[C:6]([CH:9]=1)[CH:7]=[O:8].[C:13](=O)([O-])[O-].[K+].[K+].COS(OC)(=O)=O. The catalyst is CC(C)=O.C(OCC)(=O)C. The product is [Br:1][C:2]1[CH:9]=[C:6]([CH:5]=[C:4]([O:10][CH3:11])[C:3]=1[O:12][CH3:13])[CH:7]=[O:8]. The yield is 0.890.